This data is from hERG channel blocking data for cardiac toxicity assessment. The task is: Regression/Classification. Given a drug SMILES string, predict its toxicity properties. Task type varies by dataset: regression for continuous values (e.g., LD50, hERG inhibition percentage) or binary classification for toxic/non-toxic outcomes (e.g., AMES mutagenicity, cardiotoxicity, hepatotoxicity). Dataset: herg. (1) The drug is CCC(=O)C(C[C@@H](C)[NH+](C)C)(c1ccccc1)c1ccccc1. The result is 1 (blocker). (2) The drug is COc1ccc(C(=O)N2CCN(c3ccc4c(c3)CCC(=O)N4)CC2)cc1OC. The result is 1 (blocker). (3) The molecule is CCOC(=O)C1=C[C@]2(CC)CCC[NH+]3CCc4c(n1c1ccccc41)[C@@H]32. The result is 1 (blocker). (4) The molecule is N#Cc1ccc(Cn2cncc2C[NH2+][C@@H]2CCN(C(=O)c3cccnc3[S-])C2=O)cc1. The result is 1 (blocker).